Dataset: Orexin1 receptor HTS with 218,158 compounds and 233 confirmed actives. Task: Binary Classification. Given a drug SMILES string, predict its activity (active/inactive) in a high-throughput screening assay against a specified biological target. The molecule is O=C(Nc1ccc(N(CC)CC)cc1)Cn1c(nc2c1cccc2)C(NC(=O)c1ccccc1)C. The result is 1 (active).